Dataset: Full USPTO retrosynthesis dataset with 1.9M reactions from patents (1976-2016). Task: Predict the reactants needed to synthesize the given product. (1) Given the product [C:28]([C:20]1[C:21]([C:23]2[O:24][CH:25]=[CH:26][CH:27]=2)=[N:22][C:17]([NH:16][C:9](=[O:11])[CH2:8][C:3]2[CH:4]=[CH:5][CH:6]=[CH:7][C:2]=2[I:1])=[N:18][C:19]=1[S:30][CH3:31])#[N:29], predict the reactants needed to synthesize it. The reactants are: [I:1][C:2]1[CH:7]=[CH:6][CH:5]=[CH:4][C:3]=1[CH2:8][C:9]([OH:11])=O.S(Cl)(Cl)=O.[NH2:16][C:17]1[N:22]=[C:21]([C:23]2[O:24][CH:25]=[CH:26][CH:27]=2)[C:20]([C:28]#[N:29])=[C:19]([S:30][CH3:31])[N:18]=1.N1C=CC=CC=1. (2) The reactants are: [CH3:1][C:2]1([CH3:9])[CH2:7][CH2:6][C:5](=[O:8])[CH:4]=[CH:3]1.[OH:10]O.[OH-].[Na+]. Given the product [CH3:1][C:2]1([CH3:9])[CH:7]2[CH:6]([O:10]2)[C:5](=[O:8])[CH2:4][CH2:3]1, predict the reactants needed to synthesize it. (3) Given the product [Cl:56][C:55]1[CH:54]=[CH:53][CH:52]=[C:51]([Cl:57])[C:50]=1[N:48]1[CH:47]=[C:46]2[C:41]([NH:40][C:38]3[CH:39]=[C:34]([NH2:33])[N:35]=[CH:36][N:37]=3)=[N:42][CH:43]=[CH:44][C:45]2=[N:49]1, predict the reactants needed to synthesize it. The reactants are: ClC1C=CC=C(Cl)C=1N1C=C2C(NC3C=C(C)N=C(N)N=3)=NC=CC2=N1.C(OC(=O)[NH:33][C:34]1[CH:39]=[C:38]([NH:40][C:41]2[C:46]3=[CH:47][N:48]([C:50]4[C:55]([Cl:56])=[CH:54][CH:53]=[CH:52][C:51]=4[Cl:57])[N:49]=[C:45]3[CH:44]=[CH:43][N:42]=2)[N:37]=[CH:36][N:35]=1)(C)(C)C. (4) Given the product [CH2:18]([C@@:11]1([CH2:16][CH3:17])[NH:10][C@H:9]([C:22]2[CH:23]=[CH:24][CH:25]=[CH:26][CH:27]=2)[C:8]2[CH:28]=[C:29]([O:30][CH3:31])[C:5]([CH2:4][CH2:3][CH2:2][S:32]([OH:35])(=[O:34])=[O:33])=[CH:6][C:7]=2[S:13](=[O:15])(=[O:14])[CH2:12]1)[CH2:19][CH2:20][CH3:21], predict the reactants needed to synthesize it. The reactants are: Br[CH2:2][CH2:3][CH2:4][C:5]1[C:29]([O:30][CH3:31])=[CH:28][C:8]2[C@@H:9]([C:22]3[CH:27]=[CH:26][CH:25]=[CH:24][CH:23]=3)[NH:10][C@@:11]([CH2:18][CH2:19][CH2:20][CH3:21])([CH2:16][CH3:17])[CH2:12][S:13](=[O:15])(=[O:14])[C:7]=2[CH:6]=1.[S:32]([O-:35])([O-:34])=[O:33].[Na+].[Na+].